Dataset: Forward reaction prediction with 1.9M reactions from USPTO patents (1976-2016). Task: Predict the product of the given reaction. The product is: [CH2:1]([N:8]1[C:18](=[O:19])[CH2:17][O:14][CH2:13][C@@:9]1([CH3:15])[C:10]([OH:12])=[O:11])[C:2]1[CH:7]=[CH:6][CH:5]=[CH:4][CH:3]=1. Given the reactants [CH2:1]([NH:8][C@@:9]([CH3:15])([CH2:13][OH:14])[C:10]([OH:12])=[O:11])[C:2]1[CH:7]=[CH:6][CH:5]=[CH:4][CH:3]=1.Cl[CH2:17][C:18](Cl)=[O:19], predict the reaction product.